From a dataset of TCR-epitope binding with 47,182 pairs between 192 epitopes and 23,139 TCRs. Binary Classification. Given a T-cell receptor sequence (or CDR3 region) and an epitope sequence, predict whether binding occurs between them. (1) The epitope is SGPLKAEIAQRLED. The TCR CDR3 sequence is CASSLPQGAWETQYF. Result: 0 (the TCR does not bind to the epitope). (2) The epitope is YEGNSPFHPL. The TCR CDR3 sequence is CASSLDPLDNEQFF. Result: 0 (the TCR does not bind to the epitope). (3) The TCR CDR3 sequence is CASSFLPSGGPDYNEQFF. The epitope is GTSGSPIVNR. Result: 1 (the TCR binds to the epitope).